Dataset: Reaction yield outcomes from USPTO patents with 853,638 reactions. Task: Predict the reaction yield, written as a fraction of the theoretical maximum amount of product (1.0 means a 100% yield; for example, 0.34 means a 34% yield). (1) The reactants are [OH:1][C:2]1[CH:3]=[N:4][CH:5]=[CH:6][CH:7]=1.[H-].[Na+].[Cl:10][CH2:11][CH2:12][CH2:13][CH2:14]I.[Na+].[Cl-]. The catalyst is CN(C)C=O.O. The product is [Cl:10][CH2:11][CH2:12][CH2:13][CH2:14][O:1][C:2]1[CH:3]=[N:4][CH:5]=[CH:6][CH:7]=1. The yield is 1.00. (2) The reactants are Cl.[NH2:2][CH2:3][C:4]([O:6][CH2:7][CH3:8])=[O:5].[Br:9][CH:10]([CH2:14][CH2:15][Br:16])[C:11](Cl)=[O:12].[OH-].[Na+]. The catalyst is ClCCl.O. The product is [Br:9][CH:10]([CH2:14][CH2:15][Br:16])[C:11]([NH:2][CH2:3][C:4]([O:6][CH2:7][CH3:8])=[O:5])=[O:12]. The yield is 0.840. (3) The reactants are [CH3:1][C:2]1[CH:12]=[C:11]([CH:13]=[CH2:14])[CH:10]=[CH:9][C:3]=1[C:4]([O:6][CH2:7][CH3:8])=[O:5].Br[CH:16]([C:21]1[CH:26]=[C:25]([Cl:27])[CH:24]=[C:23]([Cl:28])[CH:22]=1)[C:17]([F:20])([F:19])[F:18].N1C=CC=CC=1C1C=CC=CN=1. The catalyst is ClC1C=CC=CC=1Cl.[Cu]Cl. The product is [Cl:27][C:25]1[CH:26]=[C:21]([CH:16]([C:17]([F:20])([F:18])[F:19])/[CH:14]=[CH:13]/[C:11]2[CH:10]=[CH:9][C:3]([C:4]([O:6][CH2:7][CH3:8])=[O:5])=[C:2]([CH3:1])[CH:12]=2)[CH:22]=[C:23]([Cl:28])[CH:24]=1. The yield is 0.400. (4) The reactants are [ClH:1].[F:2][C:3]1[CH:4]=[C:5]([C:10]2[C:18]3[C:13](=[CH:14][C:15]([O:19][CH2:20][CH2:21][C:22]4[CH:27]=[CH:26][CH:25]=[CH:24]C=4)=[CH:16][CH:17]=3)[C:12](=[O:28])[C:11]=2[C:29]2[CH:30]=[N:31][CH:32]=[CH:33][CH:34]=2)[CH:6]=[C:7]([F:9])[CH:8]=1.BrC1C(=O)C2C(C=1C1C=CC=CC=1)=CC=C(O)C=2.[N:53]1C=CC=CC=1CCO. No catalyst specified. The product is [ClH:1].[F:9][C:7]1[CH:6]=[C:5]([C:10]2[C:18]3[C:13](=[CH:14][C:15]([O:19][CH2:20][CH2:21][C:22]4[CH:27]=[CH:26][CH:25]=[CH:24][N:53]=4)=[CH:16][CH:17]=3)[C:12](=[O:28])[C:11]=2[C:29]2[CH:30]=[N:31][CH:32]=[CH:33][CH:34]=2)[CH:4]=[C:3]([F:2])[CH:8]=1. The yield is 0.450.